Task: Predict the product of the given reaction.. Dataset: Forward reaction prediction with 1.9M reactions from USPTO patents (1976-2016) (1) Given the reactants Br[C:2]1[CH:20]=[CH:19][C:5]2[N:6]([C:12]3[CH:17]=[CH:16][C:15]([F:18])=[CH:14][CH:13]=3)[CH2:7][CH2:8][N:9]([CH3:11])[CH2:10][C:4]=2[CH:3]=1.B1(B2OC(C)(C)C(C)(C)O2)OC(C)(C)C(C)(C)O1.C([O-])(=O)C.[K+].C(=O)([O-])[O-].[Cs+].[Cs+].Cl[C:51]1[N:52]=[N:53][C:54]([C:57]([F:60])([F:59])[F:58])=[CH:55][CH:56]=1, predict the reaction product. The product is: [F:18][C:15]1[CH:16]=[CH:17][C:12]([N:6]2[C:5]3[CH:19]=[CH:20][C:2]([C:51]4[N:52]=[N:53][C:54]([C:57]([F:60])([F:59])[F:58])=[CH:55][CH:56]=4)=[CH:3][C:4]=3[CH2:10][N:9]([CH3:11])[CH2:8][CH2:7]2)=[CH:13][CH:14]=1. (2) The product is: [CH2:1]([O:8][C:9]([N:11]1[CH:15]([C:16](=[O:18])[NH:58][C:59]2[S:60][CH:61]=[C:62]([C:64]3[CH:65]=[CH:66][C:67]([C:68](=[O:69])[NH:70][CH:71]4[CH2:73][CH2:72]4)=[CH:74][CH:75]=3)[N:63]=2)[CH2:14][S:13][C@@H:12]1[C:19]1[CH:20]=[N:21][CH:22]=[N:23][CH:24]=1)=[O:10])[C:2]1[CH:3]=[CH:4][CH:5]=[CH:6][CH:7]=1. Given the reactants [CH2:1]([O:8][C:9]([N:11]1[CH:15]([C:16]([OH:18])=O)[CH2:14][S:13][C@@H:12]1[C:19]1[CH:20]=[N:21][CH:22]=[N:23][CH:24]=1)=[O:10])[C:2]1[CH:7]=[CH:6][CH:5]=[CH:4][CH:3]=1.CCN(C(C)C)C(C)C.CN(C(ON1N=NC2C=CC=NC1=2)=[N+](C)C)C.F[P-](F)(F)(F)(F)F.[NH2:58][C:59]1[S:60][CH:61]=[C:62]([C:64]2[CH:75]=[CH:74][C:67]([C:68]([NH:70][CH:71]3[CH2:73][CH2:72]3)=[O:69])=[CH:66][CH:65]=2)[N:63]=1, predict the reaction product.